From a dataset of Reaction yield outcomes from USPTO patents with 853,638 reactions. Predict the reaction yield, written as a fraction of the theoretical maximum amount of product (1.0 means a 100% yield; for example, 0.34 means a 34% yield). (1) The reactants are [CH3:1][O:2][C:3](=[O:20])[CH:4]([C:12]1[CH:17]=[CH:16][C:15]([Cl:18])=[C:14]([Cl:19])[CH:13]=1)[CH2:5][CH:6]1[CH2:10][CH2:9][CH:8]([OH:11])[CH2:7]1.C[N+]1([O-])CCOCC1.C([N+](CCC)(CCC)CCC)CC. The catalyst is C(Cl)Cl. The product is [CH3:1][O:2][C:3](=[O:20])[CH:4]([C:12]1[CH:17]=[CH:16][C:15]([Cl:18])=[C:14]([Cl:19])[CH:13]=1)[CH2:5][CH:6]1[CH2:10][CH2:9][C:8](=[O:11])[CH2:7]1. The yield is 0.738. (2) The reactants are [OH-].[K+].C(O)(C)C.Cl[CH2:8][C:9]([N:11]([CH2:15][CH:16]([OH:25])[C:17]1[CH:22]=[CH:21][CH:20]=[C:19]([O:23][CH3:24])[CH:18]=1)[CH2:12][CH2:13][CH3:14])=[O:10]. The catalyst is O. The product is [CH3:24][O:23][C:19]1[CH:18]=[C:17]([CH:16]2[CH2:15][N:11]([CH2:12][CH2:13][CH3:14])[C:9](=[O:10])[CH2:8][O:25]2)[CH:22]=[CH:21][CH:20]=1. The yield is 1.00. (3) The reactants are [C:1]([O:5][C:6]([N:8]1[CH2:13][CH2:12][CH:11]([C:14]([NH:16][NH2:17])=[O:15])[CH2:10][CH2:9]1)=[O:7])([CH3:4])([CH3:3])[CH3:2].COC(OC)N(C)C.[CH2:26]1COC[CH2:27]1. No catalyst specified. The product is [C:1]([O:5][C:6]([N:8]1[CH2:13][CH2:12][CH:11]([C:14]2[O:15][C:26]([CH3:27])=[N:17][N:16]=2)[CH2:10][CH2:9]1)=[O:7])([CH3:4])([CH3:2])[CH3:3]. The yield is 0.810.